This data is from Full USPTO retrosynthesis dataset with 1.9M reactions from patents (1976-2016). The task is: Predict the reactants needed to synthesize the given product. (1) The reactants are: [CH3:1][C:2]1[CH:3]=[C:4]([CH2:9][CH2:10][C:11]([C:13]2[C:14]([CH:20]3[CH2:25][CH2:24][N:23]([C:26]([O:28][C:29]([CH3:32])([CH3:31])[CH3:30])=[O:27])[CH2:22][CH2:21]3)=[N:15][C:16]([CH3:19])=[N:17][CH:18]=2)=[O:12])[CH:5]=[C:6]([CH3:8])[CH:7]=1.[CH3:33][Mg]Br.[NH4+].[Cl-]. Given the product [CH3:8][C:6]1[CH:5]=[C:4]([CH2:9][CH2:10][C:11]([C:13]2[C:14]([CH:20]3[CH2:21][CH2:22][N:23]([C:26]([O:28][C:29]([CH3:32])([CH3:31])[CH3:30])=[O:27])[CH2:24][CH2:25]3)=[N:15][C:16]([CH3:19])=[N:17][CH:18]=2)([OH:12])[CH3:33])[CH:3]=[C:2]([CH3:1])[CH:7]=1, predict the reactants needed to synthesize it. (2) Given the product [CH3:10][O:11][C:12](=[O:18])[CH:13]([C:7]([C:5]1[N:6]=[C:2]([Br:1])[S:3][CH:4]=1)=[O:8])/[C:14](=[N:16]/[CH3:17])/[CH3:15], predict the reactants needed to synthesize it. The reactants are: [Br:1][C:2]1[S:3][CH:4]=[C:5]([C:7](Cl)=[O:8])[N:6]=1.[CH3:10][O:11][C:12](=[O:18])[CH:13]=[C:14]([NH:16][CH3:17])[CH3:15]. (3) Given the product [Br:25][C:23]1[CH:22]=[N:21][CH:20]=[C:19]([O:12][CH:9]([CH3:10])[CH3:8])[CH:24]=1, predict the reactants needed to synthesize it. The reactants are: CN1C(=O)CCC1.[CH3:8][C:9]([O-:12])(C)[CH3:10].[Na+].CC(O)C.Br[C:19]1[CH:20]=[N:21][CH:22]=[C:23]([Br:25])[CH:24]=1.